Dataset: Full USPTO retrosynthesis dataset with 1.9M reactions from patents (1976-2016). Task: Predict the reactants needed to synthesize the given product. (1) Given the product [C:22]([O:21][C:19](=[O:20])[NH:18][C@@H:12]([CH2:11][C:8]1[CH:9]=[CH:10][C:5]([O:4][CH2:1][CH:2]=[CH2:3])=[CH:6][CH:7]=1)[C:13]([NH:26][NH2:27])=[O:14])([CH3:25])([CH3:24])[CH3:23], predict the reactants needed to synthesize it. The reactants are: [CH2:1]([O:4][C:5]1[CH:10]=[CH:9][C:8]([CH2:11][C@H:12]([NH:18][C:19]([O:21][C:22]([CH3:25])([CH3:24])[CH3:23])=[O:20])[C:13](OCC)=[O:14])=[CH:7][CH:6]=1)[CH:2]=[CH2:3].[NH2:26][NH2:27]. (2) Given the product [CH3:21][S:22]([O:1][CH2:2][CH2:3][CH:4]1[CH2:5][CH2:6][S:7](=[O:11])(=[O:10])[CH2:8][CH2:9]1)(=[O:24])=[O:23], predict the reactants needed to synthesize it. The reactants are: [OH:1][CH2:2][CH2:3][CH:4]1[CH2:9][CH2:8][S:7](=[O:11])(=[O:10])[CH2:6][CH2:5]1.CCN(C(C)C)C(C)C.[CH3:21][S:22](Cl)(=[O:24])=[O:23]. (3) Given the product [OH:1][B:2]1[C@@H:7]([S:8][C:9]2[N:13]([CH3:14])[CH:12]=[N:11][N:10]=2)[CH2:6][C:5]2[CH:15]=[CH:16][CH:17]=[C:18]([C:19]([O:21][CH2:24][O:23][C:22]([O:26][CH:27]([CH3:29])[CH3:28])=[O:30])=[O:20])[C:4]=2[O:3]1, predict the reactants needed to synthesize it. The reactants are: [OH:1][B:2]1[C@@H:7]([S:8][C:9]2[N:13]([CH3:14])[CH:12]=[N:11][N:10]=2)[CH2:6][C:5]2[CH:15]=[CH:16][CH:17]=[C:18]([C:19]([OH:21])=[O:20])[C:4]=2[O:3]1.[C:22](=[O:30])([O:26][CH:27]([CH3:29])[CH3:28])[O:23][CH2:24]Cl.C([O-])([O-])=O.[K+].[K+]. (4) Given the product [NH2:6][C:5]1[CH:10]=[CH:11][C:2]([Cl:1])=[CH:3][C:4]=1[SH:8], predict the reactants needed to synthesize it. The reactants are: [Cl:1][C:2]1[CH:11]=[CH:10][C:5]2[N:6]=C(N)[S:8][C:4]=2[CH:3]=1.[OH-].[K+].Cl. (5) Given the product [OH:40][CH2:39][CH2:41][NH:42][C:18](=[O:20])[C:17]1[CH:16]=[CH:15][C:14]([C:11]2[CH:12]=[N:13][C:8]([O:34][CH:32]3[CH2:33][N:30]([CH2:29][C:28]4[CH:35]=[CH:36][C:25]([C:24]([F:37])([F:23])[F:38])=[CH:26][CH:27]=4)[CH2:31]3)=[CH:9][CH:10]=2)=[CH:22][CH:21]=1, predict the reactants needed to synthesize it. The reactants are: CC(C)([O-])C.[K+].F[C:8]1[N:13]=[CH:12][C:11]([C:14]2[CH:22]=[CH:21][C:17]([C:18]([OH:20])=O)=[CH:16][CH:15]=2)=[CH:10][CH:9]=1.[F:23][C:24]([F:38])([F:37])[C:25]1[CH:36]=[CH:35][C:28]([CH2:29][N:30]2[CH2:33][CH:32]([OH:34])[CH2:31]2)=[CH:27][CH:26]=1.[CH2:39]([CH2:41][NH2:42])[OH:40].CCN(C(C)C)C(C)C.CN(C(ON1N=NC2C=CC=NC1=2)=[N+](C)C)C.F[P-](F)(F)(F)(F)F. (6) Given the product [CH3:31][O:32][C:33]1[CH:34]=[C:35]([C@@:41]23[CH2:49][CH2:48][C@@H:47]([NH:50][C:20]([NH:8][C:6]4[CH:5]=[C:4]([CH3:9])[N:3]=[C:2]([CH3:1])[CH:7]=4)=[O:22])[CH2:46][C@@H:45]2[N:44]([CH3:51])[CH2:43][CH2:42]3)[CH:36]=[CH:37][C:38]=1[O:39][CH3:40], predict the reactants needed to synthesize it. The reactants are: [CH3:1][C:2]1[CH:7]=[C:6]([NH2:8])[CH:5]=[C:4]([CH3:9])[N:3]=1.C(N(C(C)C)CC)(C)C.Cl[C:20](Cl)([O:22]C(=O)OC(Cl)(Cl)Cl)Cl.[CH3:31][O:32][C:33]1[CH:34]=[C:35]([C@@:41]23[CH2:49][CH2:48][C@@H:47]([NH2:50])[CH2:46][C@@H:45]2[N:44]([CH3:51])[CH2:43][CH2:42]3)[CH:36]=[CH:37][C:38]=1[O:39][CH3:40]. (7) The reactants are: Cl[C:2]1[C:11]2[C:6](=[CH:7][CH:8]=[CH:9][CH:10]=2)[N:5]=[C:4]([CH2:12][F:13])[N:3]=1.[CH3:14][O:15][C:16]1[CH:21]=[CH:20][C:19]([NH:22][CH3:23])=[CH:18][CH:17]=1.Cl.C([O-])(O)=O.[Na+]. Given the product [F:13][CH2:12][C:4]1[N:3]=[C:2]([N:22]([C:19]2[CH:20]=[CH:21][C:16]([O:15][CH3:14])=[CH:17][CH:18]=2)[CH3:23])[C:11]2[C:6](=[CH:7][CH:8]=[CH:9][CH:10]=2)[N:5]=1, predict the reactants needed to synthesize it. (8) Given the product [Cl:23][C:24]1[CH:31]=[CH:30][CH:29]=[C:28]([Cl:32])[C:25]=1[CH2:26][NH:22][C:19]1[CH:20]=[N:21][C:16]([NH:15][C:12]2[CH:11]=[CH:10][C:9]([CH2:8][CH2:7][CH2:6][N:1]3[CH2:5][CH2:4][CH2:3][CH2:2]3)=[CH:14][CH:13]=2)=[N:17][CH:18]=1, predict the reactants needed to synthesize it. The reactants are: [N:1]1([CH2:6][CH2:7][CH2:8][C:9]2[CH:14]=[CH:13][C:12]([NH:15][C:16]3[N:21]=[CH:20][C:19]([NH2:22])=[CH:18][N:17]=3)=[CH:11][CH:10]=2)[CH2:5][CH2:4][CH2:3][CH2:2]1.[Cl:23][C:24]1[CH:31]=[CH:30][CH:29]=[C:28]([Cl:32])[C:25]=1[CH2:26]Br.C(=O)([O-])[O-].[Cs+].[Cs+].O. (9) The reactants are: [C:1]([O:4][C@@H:5]1[C@@H:10]([O:11][C:12](=[O:14])[CH3:13])[C@@H:9]([O:15][C:16](=[O:18])[CH3:17])[C@@H:8]([CH2:19][O:20][C:21](=[O:23])[CH3:22])[O:7][C@H:6]1[O:24][C:25]1[C:29]([CH2:30][C:31]2[CH:36]=[CH:35][C:34]([O:37][CH2:38][CH2:39][CH2:40][OH:41])=[CH:33][C:32]=2[CH3:42])=[C:28]([CH:43]([CH3:45])[CH3:44])[NH:27][N:26]=1)(=[O:3])[CH3:2].C(N(CC)CC)C.[CH3:53][S:54](Cl)(=[O:56])=[O:55].Cl. Given the product [C:1]([O:4][C@@H:5]1[C@@H:10]([O:11][C:12](=[O:14])[CH3:13])[C@@H:9]([O:15][C:16](=[O:18])[CH3:17])[C@@H:8]([CH2:19][O:20][C:21](=[O:23])[CH3:22])[O:7][C@H:6]1[O:24][C:25]1[C:29]([CH2:30][C:31]2[CH:36]=[CH:35][C:34]([O:37][CH2:38][CH2:39][CH2:40][O:41][S:54]([CH3:53])(=[O:56])=[O:55])=[CH:33][C:32]=2[CH3:42])=[C:28]([CH:43]([CH3:45])[CH3:44])[NH:27][N:26]=1)(=[O:3])[CH3:2], predict the reactants needed to synthesize it.